From a dataset of Peptide-MHC class II binding affinity with 134,281 pairs from IEDB. Regression. Given a peptide amino acid sequence and an MHC pseudo amino acid sequence, predict their binding affinity value. This is MHC class II binding data. (1) The peptide sequence is FSQPEQEFPQPQ. The MHC is DRB5_0101 with pseudo-sequence DRB5_0101. The binding affinity (normalized) is 0. (2) The peptide sequence is NFGKRELKCGDGIFI. The MHC is HLA-DQA10501-DQB10302 with pseudo-sequence HLA-DQA10501-DQB10302. The binding affinity (normalized) is 0. (3) The peptide sequence is WDFGSVGGVFTSVGKAVH. The MHC is DRB1_0401 with pseudo-sequence DRB1_0401. The binding affinity (normalized) is 0.113. (4) The peptide sequence is NLALSIKYNKEGDSM. The MHC is DRB1_1101 with pseudo-sequence DRB1_1101. The binding affinity (normalized) is 0.561. (5) The peptide sequence is DVFYNGAYFVSSGKY. The MHC is DRB5_0101 with pseudo-sequence DRB5_0101. The binding affinity (normalized) is 0.704. (6) The peptide sequence is MNVSIPHSFTMTLK. The binding affinity (normalized) is 0.255. The MHC is DRB1_0301 with pseudo-sequence DRB1_0301. (7) The MHC is HLA-DQA10102-DQB10602 with pseudo-sequence HLA-DQA10102-DQB10602. The peptide sequence is TEKGMKNVFDDVVPE. The binding affinity (normalized) is 0. (8) The peptide sequence is RLTYQWHKEGSSIGK. The MHC is DRB1_0901 with pseudo-sequence DRB1_0901. The binding affinity (normalized) is 0.558.